This data is from Reaction yield outcomes from USPTO patents with 853,638 reactions. The task is: Predict the reaction yield, written as a fraction of the theoretical maximum amount of product (1.0 means a 100% yield; for example, 0.34 means a 34% yield). (1) The reactants are [N:1]1[CH:6]=[CH:5][CH:4]=[C:3]([C:7]2[S:8][CH:9]=[C:10]([C:12](OCC)=[O:13])[N:11]=2)[CH:2]=1.CC(C[AlH]CC(C)C)C.CO.C(C(C(C([O-])=O)O)O)([O-])=O.[K+].[Na+]. The catalyst is ClCCl. The product is [N:1]1[CH:6]=[CH:5][CH:4]=[C:3]([C:7]2[S:8][CH:9]=[C:10]([CH:12]=[O:13])[N:11]=2)[CH:2]=1. The yield is 0.710. (2) The reactants are C([Sn]([CH2:12][CH2:13][CH2:14][CH3:15])([CH2:12][CH2:13][CH2:14][CH3:15])[CH2:12][CH2:13][CH2:14][CH3:15])=C.IC1C=[N:19][N:20]([C:24]([O:26][C:27]([CH3:30])([CH3:29])[CH3:28])=[O:25])[C:21](=[O:23])[CH:22]=1. The catalyst is C1(C)C=CC=CC=1.C1C=CC(P(C2C=CC=CC=2)C2C=CC=CC=2)=CC=1.C1C=CC(P(C2C=CC=CC=2)C2C=CC=CC=2)=CC=1.Cl[Pd]Cl. The product is [O:23]=[C:21]1[N:20]([C:24]([O:26][C:27]([CH3:30])([CH3:29])[CH3:28])=[O:25])[N:19]=[CH:12][C:13]([CH:14]=[CH2:15])=[CH:22]1. The yield is 0.620. (3) The reactants are [CH2:1]([O:8][C:9]1[CH:14]=[CH:13][C:12]([CH:15]([NH:26][CH2:27][CH:28]([O:31][CH3:32])[O:29][CH3:30])[CH2:16][C:17]2[CH:22]=[CH:21][CH:20]=[C:19](OCC)[CH:18]=2)=[CH:11][C:10]=1[O:33][CH3:34])[C:2]1[CH:7]=[CH:6][CH:5]=[CH:4][CH:3]=1.[C:35](=O)([O-])[O-].[K+].[K+].Cl[C:42]([O:44][CH2:45][CH3:46])=[O:43].C(OCC)(=O)C.CCCCCC. The catalyst is O1CCCC1.O.C(OCC)C. The product is [CH2:45]([O:44][C:42](=[O:43])[N:26]([CH:15]([C:12]1[CH:13]=[CH:14][C:9]([O:8][CH2:1][C:2]2[CH:7]=[CH:6][CH:5]=[CH:4][CH:3]=2)=[C:10]([O:33][CH2:34][CH3:35])[CH:11]=1)[CH2:16][C:17]1[CH:22]=[CH:21][CH:20]=[CH:19][CH:18]=1)[CH2:27][CH:28]([O:29][CH3:30])[O:31][CH3:32])[CH3:46]. The yield is 0.560. (4) The reactants are [C:1]([O:5][C:6]([NH:8][CH2:9][CH2:10][O:11][C:12]1[CH:21]=[C:20]([O:22][CH3:23])[CH:19]=[CH:18][C:13]=1[C:14]([O:16]C)=[O:15])=[O:7])([CH3:4])([CH3:3])[CH3:2].O.O.[OH-].[Li+].CCOC(C)=O. The catalyst is O1CCCC1.CC(O)=O. The product is [C:1]([O:5][C:6]([NH:8][CH2:9][CH2:10][O:11][C:12]1[CH:21]=[C:20]([O:22][CH3:23])[CH:19]=[CH:18][C:13]=1[C:14]([OH:16])=[O:15])=[O:7])([CH3:4])([CH3:3])[CH3:2]. The yield is 0.910. (5) The reactants are [CH3:1][O:2][C:3]1[CH:10]=[CH:9][C:6]([CH:7]=[O:8])=[C:5]([O:11][CH2:12][CH:13]2[CH2:18][CH:17]([O:19][CH2:20][CH2:21][CH2:22][CH2:23][CH2:24][CH2:25][CH2:26][CH2:27][CH2:28][CH2:29][CH2:30][CH2:31][CH2:32][CH2:33][CH2:34][CH2:35][CH2:36][CH3:37])[CH:16]([O:38][CH2:39][CH2:40][CH2:41][CH2:42][CH2:43][CH2:44][CH2:45][CH2:46][CH2:47][CH2:48][CH2:49][CH2:50][CH2:51][CH2:52][CH2:53][CH2:54][CH2:55][CH3:56])[CH:15]([O:57][CH2:58][CH2:59][CH2:60][CH2:61][CH2:62][CH2:63][CH2:64][CH2:65][CH2:66][CH2:67][CH2:68][CH2:69][CH2:70][CH2:71][CH2:72][CH2:73][CH2:74][CH3:75])[CH2:14]2)[CH:4]=1.[BH4-].[Na+].Cl. The catalyst is C1COCC1.CO. The product is [CH3:1][O:2][C:3]1[CH:10]=[CH:9][C:6]([CH2:7][OH:8])=[C:5]([O:11][CH2:12][CH:13]2[CH2:18][CH:17]([O:19][CH2:20][CH2:21][CH2:22][CH2:23][CH2:24][CH2:25][CH2:26][CH2:27][CH2:28][CH2:29][CH2:30][CH2:31][CH2:32][CH2:33][CH2:34][CH2:35][CH2:36][CH3:37])[CH:16]([O:38][CH2:39][CH2:40][CH2:41][CH2:42][CH2:43][CH2:44][CH2:45][CH2:46][CH2:47][CH2:48][CH2:49][CH2:50][CH2:51][CH2:52][CH2:53][CH2:54][CH2:55][CH3:56])[CH:15]([O:57][CH2:58][CH2:59][CH2:60][CH2:61][CH2:62][CH2:63][CH2:64][CH2:65][CH2:66][CH2:67][CH2:68][CH2:69][CH2:70][CH2:71][CH2:72][CH2:73][CH2:74][CH3:75])[CH2:14]2)[CH:4]=1. The yield is 0.920.